The task is: Predict the product of the given reaction.. This data is from Forward reaction prediction with 1.9M reactions from USPTO patents (1976-2016). (1) Given the reactants [C:1]([CH2:3][C:4]1[NH:8][N:7]=[C:6]([C:9]2[CH:14]=[CH:13][CH:12]=[CH:11][CH:10]=2)[N:5]=1)#[N:2].C([O:17][C:18](=O)[CH:19]([C:23]1[CH:28]=[CH:27][CH:26]=[CH:25][CH:24]=1)[C:20]([CH3:22])=O)C.C([O-])(=O)C.[NH4+], predict the reaction product. The product is: [CH3:22][C:20]1[C:3]([C:1]#[N:2])=[C:4]2[NH:5][C:6]([C:9]3[CH:14]=[CH:13][CH:12]=[CH:11][CH:10]=3)=[N:7][N:8]2[C:18](=[O:17])[C:19]=1[C:23]1[CH:28]=[CH:27][CH:26]=[CH:25][CH:24]=1. (2) Given the reactants [C:1]1([C:7]2[O:11][C:10](/[CH:12]=[CH:13]/[C:14]([OH:16])=O)=[CH:9][CH:8]=2)[CH:6]=[CH:5][CH:4]=[CH:3][CH:2]=1.CCN(CC)CC.ClC(OCC(C)C)=O.[N-:32]=[N+:33]=[N-:34].[Na+], predict the reaction product. The product is: [C:1]1([C:7]2[O:11][C:10](/[CH:12]=[CH:13]/[C:14]([N:32]=[N+:33]=[N-:34])=[O:16])=[CH:9][CH:8]=2)[CH:6]=[CH:5][CH:4]=[CH:3][CH:2]=1.